This data is from Reaction yield outcomes from USPTO patents with 853,638 reactions. The task is: Predict the reaction yield, written as a fraction of the theoretical maximum amount of product (1.0 means a 100% yield; for example, 0.34 means a 34% yield). (1) The reactants are [C:1]([C:4]1[CH:9]=[CH:8][C:7](B(O)O)=[CH:6][CH:5]=1)(=[O:3])[CH3:2].[NH2:13][C:14]1[N:15]=[C:16]([N:25]2[CH2:30][CH2:29][N:28]([C:31](=[O:41])[CH2:32][O:33][C:34]3[CH:39]=[CH:38][C:37]([Cl:40])=[CH:36][CH:35]=3)[CH2:27][CH2:26]2)[C:17]2[N:23]=[C:22](Cl)[CH:21]=[CH:20][C:18]=2[N:19]=1. No catalyst specified. The product is [NH2:13][C:14]1[N:15]=[C:16]([N:25]2[CH2:26][CH2:27][N:28]([C:31](=[O:41])[CH2:32][O:33][C:34]3[CH:39]=[CH:38][C:37]([Cl:40])=[CH:36][CH:35]=3)[CH2:29][CH2:30]2)[C:17]2[N:23]=[C:22]([C:7]3[CH:8]=[CH:9][C:4]([C:1](=[O:3])[CH3:2])=[CH:5][CH:6]=3)[CH:21]=[CH:20][C:18]=2[N:19]=1. The yield is 0.800. (2) The reactants are Br[C:2]1[CH:3]=[CH:4][C:5]2[O:6][CH2:7][C:8](=[O:12])[NH:9][C:10]=2[N:11]=1.[C:13]1(/[CH:19]=[CH:20]/B(O)O)[CH:18]=[CH:17][CH:16]=[CH:15][CH:14]=1.C(=O)([O-])[O-].[K+].[K+]. The catalyst is O1CCOCC1.O.CCOC(C)=O.C1C=CC([P]([Pd]([P](C2C=CC=CC=2)(C2C=CC=CC=2)C2C=CC=CC=2)([P](C2C=CC=CC=2)(C2C=CC=CC=2)C2C=CC=CC=2)[P](C2C=CC=CC=2)(C2C=CC=CC=2)C2C=CC=CC=2)(C2C=CC=CC=2)C2C=CC=CC=2)=CC=1. The product is [CH:20](/[C:2]1[CH:3]=[CH:4][C:5]2[O:6][CH2:7][C:8](=[O:12])[NH:9][C:10]=2[N:11]=1)=[CH:19]\[C:13]1[CH:18]=[CH:17][CH:16]=[CH:15][CH:14]=1. The yield is 0.380. (3) The reactants are [NH2:1][C:2]1[CH:11]=[CH:10][C:5]([C:6]([O:8][CH3:9])=[O:7])=[CH:4][CH:3]=1.[CH3:12][C:13]1[C:17](/[CH:18]=[CH:19]/[C:20](O)=[O:21])=[C:16]([C:23]2[CH:28]=[CH:27][CH:26]=[CH:25][CH:24]=2)[O:15][N:14]=1.O.ON1C2C=CC=CC=2N=N1.Cl.C(N=C=NCCCN(C)C)C. The yield is 0.920. The product is [CH3:9][O:8][C:6]([C:5]1[CH:4]=[CH:3][C:2]([NH:1][C:20](=[O:21])/[CH:19]=[CH:18]/[C:17]2[C:13]([CH3:12])=[N:14][O:15][C:16]=2[C:23]2[CH:24]=[CH:25][CH:26]=[CH:27][CH:28]=2)=[CH:11][CH:10]=1)=[O:7]. The catalyst is O.CN(C)C=O. (4) The reactants are [C:1]([O:5][C:6]([N:8]([CH2:17][C:18]([O:20][C:21]([CH3:24])([CH3:23])[CH3:22])=[O:19])[C:9]1[CH:14]=[CH:13][CH:12]=[C:11]([CH:15]=O)[N:10]=1)=[O:7])([CH3:4])([CH3:3])[CH3:2].[Cl-].[OH:26][NH3+:27].N1C=CC=CC=1. The catalyst is CO. The product is [C:21]([O:20][C:18](=[O:19])[CH2:17][N:8]([C:6]([O:5][C:1]([CH3:4])([CH3:2])[CH3:3])=[O:7])[C:9]1[CH:14]=[CH:13][CH:12]=[C:11]([CH:15]=[N:27][OH:26])[N:10]=1)([CH3:22])([CH3:23])[CH3:24]. The yield is 0.920. (5) The reactants are C(O)(=O)C.[C:5]1([C:32]2[CH:37]=[CH:36][CH:35]=[CH:34][CH:33]=2)[CH:10]=[CH:9][C:8]([CH:11]=[N:12][NH:13][C:14]2[N:19]([CH2:20][C:21]3[CH:26]=[CH:25][C:24]([O:27][CH3:28])=[CH:23][CH:22]=3)[C:18](=[O:29])[N:17]([CH3:30])[C:16](=[O:31])[CH:15]=2)=[CH:7][CH:6]=1.N1CCCCC1.[C:44]1([CH2:50][CH:51]=O)[CH:49]=[CH:48][CH:47]=[CH:46][CH:45]=1. The catalyst is CN(C=O)C. The product is [CH2:50]([C:51]1[N:12]([CH2:11][C:8]2[CH:7]=[CH:6][C:5]([C:32]3[CH:33]=[CH:34][CH:35]=[CH:36][CH:37]=3)=[CH:10][CH:9]=2)[N:13]=[C:14]2[C:15]=1[C:16](=[O:31])[N:17]([CH3:30])[C:18](=[O:29])[N:19]2[CH2:20][C:21]1[CH:26]=[CH:25][C:24]([O:27][CH3:28])=[CH:23][CH:22]=1)[C:44]1[CH:49]=[CH:48][CH:47]=[CH:46][CH:45]=1. The yield is 0.314. (6) The reactants are [C:1](=[O:6])([O:3][CH2:4][CH3:5])[NH2:2].B(F)(F)F.CCOCC.[CH3:16][C:17]([CH3:31])=[CH:18][CH2:19][N:20]1[C:28](=[O:29])[C:27]2[C:22](=[CH:23][CH:24]=[CH:25][CH:26]=2)[C:21]1=[O:30]. The catalyst is C1(C)C=CC=CC=1. The product is [CH2:4]([O:3][C:1](=[O:6])[NH:2][C:17]([CH3:31])([CH3:16])[CH2:18][CH2:19][N:20]1[C:28](=[O:29])[C:27]2[C:22](=[CH:23][CH:24]=[CH:25][CH:26]=2)[C:21]1=[O:30])[CH3:5]. The yield is 0.310. (7) The reactants are [C:1]1([CH3:11])[CH:6]=[CH:5][CH:4]=[CH:3][C:2]=1[CH2:7][C:8]([OH:10])=[O:9].S(=O)(=O)(O)O.[N+:17]([O-])([OH:19])=[O:18]. The catalyst is C(Cl)Cl. The product is [CH3:11][C:1]1[CH:6]=[CH:5][C:4]([N+:17]([O-:19])=[O:18])=[CH:3][C:2]=1[CH2:7][C:8]([OH:10])=[O:9]. The yield is 0.420.